From a dataset of Forward reaction prediction with 1.9M reactions from USPTO patents (1976-2016). Predict the product of the given reaction. (1) Given the reactants [Cl:1][C:2]1[CH:7]=[CH:6][C:5]([F:8])=[CH:4][C:3]=1[N:9]1[CH2:22][C:11]2([CH2:14][N:13](C(OC(C)(C)C)=O)[CH2:12]2)[CH2:10]1.[C:23]([OH:29])([C:25]([F:28])([F:27])[F:26])=[O:24], predict the reaction product. The product is: [F:26][C:25]([F:28])([F:27])[C:23]([OH:29])=[O:24].[Cl:1][C:2]1[CH:7]=[CH:6][C:5]([F:8])=[CH:4][C:3]=1[N:9]1[CH2:10][C:11]2([CH2:14][NH:13][CH2:12]2)[CH2:22]1. (2) Given the reactants [C:1]([O:5][C:6]([N:8]1[CH2:13][CH2:12][NH:11][CH:10](CC)[CH2:9]1)=[O:7])([CH3:4])([CH3:3])[CH3:2].N1[CH:21]=[CH:20]C=CC=1.[Cl:22][C:23](Cl)([O:25]C(=O)OC(Cl)(Cl)Cl)Cl, predict the reaction product. The product is: [C:1]([O:5][C:6]([N:8]1[CH2:9][CH2:10][N:11]([C:23]([Cl:22])=[O:25])[CH2:12][CH:13]1[CH2:20][CH3:21])=[O:7])([CH3:2])([CH3:3])[CH3:4]. (3) Given the reactants Br[C:2]1[CH:7]=[CH:6][C:5]([C:8]2[S:9][C:10]([CH3:28])=[C:11]([CH2:13][CH2:14][O:15][C:16]3[CH:21]=[CH:20][C:19]([CH2:22][CH2:23][C:24]([OH:26])=[O:25])=[C:18]([CH3:27])[CH:17]=3)[N:12]=2)=[CH:4][CH:3]=1.C([Sn](CCCC)(CCCC)[C:34]1[CH:39]=[CH:38][CH:37]=[CH:36][N:35]=1)CCC.[C:48]1(C)C=CC=CC=1, predict the reaction product. The product is: [CH3:48][O:26][C:24](=[O:25])[CH2:23][CH2:22][C:19]1[CH:20]=[CH:21][C:16]([O:15][CH2:14][CH2:13][C:11]2[N:12]=[C:8]([C:5]3[CH:6]=[CH:7][C:2]([C:34]4[CH:39]=[CH:38][CH:37]=[CH:36][N:35]=4)=[CH:3][CH:4]=3)[S:9][C:10]=2[CH3:28])=[CH:17][C:18]=1[CH3:27]. (4) Given the reactants C(=O)([O-])[O-].[K+].[K+].[C:7]1([CH2:13][CH2:14][NH2:15])[CH:12]=[CH:11][CH:10]=[CH:9][CH:8]=1.[CH:16]1[C:25]2[C:20](=[CH:21][CH:22]=[CH:23][CH:24]=2)[CH:19]=[CH:18][C:17]=1[O:26][CH2:27][CH2:28][CH2:29]Cl, predict the reaction product. The product is: [C:7]1([CH2:13][CH2:14][NH:15][CH2:29][CH2:28][CH2:27][O:26][C:17]2[CH:18]=[CH:19][C:20]3[C:25](=[CH:24][CH:23]=[CH:22][CH:21]=3)[CH:16]=2)[CH:12]=[CH:11][CH:10]=[CH:9][CH:8]=1. (5) The product is: [C:8]([C:4]1[S:3][C:2]([NH:1][S:22]([C:12]2[C:21]3[C:16](=[CH:17][CH:18]=[CH:19][CH:20]=3)[CH:15]=[CH:14][CH:13]=2)(=[O:24])=[O:23])=[N:6][C:5]=1[CH3:7])([CH3:11])([CH3:10])[CH3:9]. Given the reactants [NH2:1][C:2]1[S:3][C:4]([C:8]([CH3:11])([CH3:10])[CH3:9])=[C:5]([CH3:7])[N:6]=1.[C:12]1([S:22](Cl)(=[O:24])=[O:23])[C:21]2[C:16](=[CH:17][CH:18]=[CH:19][CH:20]=2)[CH:15]=[CH:14][CH:13]=1.O, predict the reaction product.